The task is: Predict the product of the given reaction.. This data is from Forward reaction prediction with 1.9M reactions from USPTO patents (1976-2016). Given the reactants [Cl:1][C:2]1[N:7]=[C:6](Cl)[CH:5]=[CH:4][N:3]=1.[Cl:9][C:10]1[CH:11]=[C:12]([CH:15]=[CH:16][C:17]=1[Cl:18])[CH2:13][NH2:14], predict the reaction product. The product is: [Cl:9][C:10]1[CH:11]=[C:12]([CH:15]=[CH:16][C:17]=1[Cl:18])[CH2:13][NH:14][C:2]1[N:7]=[C:6]([NH:14][CH2:13][C:12]2[CH:15]=[CH:16][C:17]([Cl:18])=[C:10]([Cl:9])[CH:11]=2)[CH:5]=[CH:4][N:3]=1.[ClH:1].